Predict the reactants needed to synthesize the given product. From a dataset of Full USPTO retrosynthesis dataset with 1.9M reactions from patents (1976-2016). (1) Given the product [CH3:12][S:11][C:9]1[N:8]=[CH:7][N:6]=[C:5]([CH2:4][C:13]#[N:14])[CH:10]=1, predict the reactants needed to synthesize it. The reactants are: COC(=O)[CH:4]([C:13]#[N:14])[C:5]1[CH:10]=[C:9]([S:11][CH3:12])[N:8]=[CH:7][N:6]=1.[Na+].[Cl-].O. (2) Given the product [I-:31].[CH3:20][N+:15]1([CH3:30])[CH2:16][CH2:17][CH2:18][CH2:19][CH:14]1[CH2:13][CH2:12][N:11]([C:8]1[CH:9]=[CH:10][C:2]2[O:1][CH2:6][CH2:5][O:4][C:3]=2[CH:7]=1)[CH:21]1[CH2:29][C:28]2[C:23](=[CH:24][CH:25]=[CH:26][CH:27]=2)[CH2:22]1, predict the reactants needed to synthesize it. The reactants are: [O:1]1[CH2:6][CH2:5][O:4][C:3]2[CH:7]=[C:8]([N:11]([CH:21]3[CH2:29][C:28]4[C:23](=[CH:24][CH:25]=[CH:26][CH:27]=4)[CH2:22]3)[CH2:12][CH2:13][CH:14]3[CH2:19][CH2:18][CH2:17][CH2:16][N:15]3[CH3:20])[CH:9]=[CH:10][C:2]1=2.[CH3:30][I:31]. (3) The reactants are: C([NH:8][C@H:9]([C:20]([OH:22])=[O:21])[CH2:10][C:11]1[CH:16]=[CH:15][C:14]([N:17]=[N+:18]=[N-:19])=[CH:13][CH:12]=1)(OC(C)(C)C)=O.[CH2:23]([NH:27][C:28]([NH:37]C(OC(C)(C)C)=O)=[N:29]C(OC(C)(C)C)=O)[CH2:24][C:25]#[CH:26].O=C1O[C@H]([C@H](CO)O)C([O-])=C1O.[Na+].C(N1C=C(CN(CC2N=NN(CC3C=CC=CC=3)C=2)CC2N=NN(CC3C=CC=CC=3)C=2)N=N1)C1C=CC=CC=1. Given the product [NH2:8][C@@H:9]([CH2:10][C:11]1[CH:12]=[CH:13][C:14]([N:17]2[CH:26]=[C:25]([CH2:24][CH2:23][NH:27][C:28]([NH2:37])=[NH:29])[N:19]=[N:18]2)=[CH:15][CH:16]=1)[C:20]([OH:22])=[O:21], predict the reactants needed to synthesize it. (4) The reactants are: Cl[C:2]1[CH:3]=[CH:4][C:5]2[N:6]([C:8]([C:11]3[CH:20]=[CH:19][C:18]4[C:13](=[CH:14][CH:15]=[CH:16][CH:17]=4)[N:12]=3)=[CH:9][N:10]=2)[N:7]=1.[C:21]([Cu])#[N:22].[CH3:24]N1C(=O)CCC1. Given the product [N:12]1[C:13]2[C:14](=[CH:24][C:20]([CH2:11][C:8]3[N:6]4[N:7]=[C:2]([C:21]#[N:22])[CH:3]=[CH:4][C:5]4=[N:10][CH:9]=3)=[CH:19][CH:18]=2)[CH:15]=[CH:16][CH:17]=1, predict the reactants needed to synthesize it. (5) Given the product [Br:1][C:2]1[CH:3]=[C:4]([C:8]2([CH3:36])[C:13]([CH3:15])([CH3:14])[O:12][C:11]([NH:16][C@H:17]([C:28]3[CH:29]=[CH:30][CH:31]=[CH:32][CH:33]=3)[CH2:18][CH2:19][OH:20])=[N:10][S:9]2(=[O:35])=[O:34])[CH:5]=[CH:6][CH:7]=1, predict the reactants needed to synthesize it. The reactants are: [Br:1][C:2]1[CH:3]=[C:4]([C:8]2([CH3:36])[C:13]([CH3:15])([CH3:14])[O:12][C:11]([NH:16][C@H:17]([C:28]3[CH:33]=[CH:32][CH:31]=[CH:30][CH:29]=3)[CH2:18][CH2:19][O:20][Si](C(C)(C)C)(C)C)=[N:10][S:9]2(=[O:35])=[O:34])[CH:5]=[CH:6][CH:7]=1.Cl. (6) Given the product [CH3:1][C:2]1([CH3:23])[CH2:6][O:5][C:4](=[O:7])[N:3]1[CH2:8][C:9]1[CH:14]=[CH:13][CH:12]=[CH:11][C:10]=1[N:15]([C:30]([O:32][CH2:33][CH:34]([CH3:36])[CH3:35])=[O:31])[S:16]([C:19]([F:22])([F:20])[F:21])(=[O:18])=[O:17], predict the reactants needed to synthesize it. The reactants are: [CH3:1][C:2]1([CH3:23])[CH2:6][O:5][C:4](=[O:7])[N:3]1[CH2:8][C:9]1[CH:14]=[CH:13][CH:12]=[CH:11][C:10]=1[NH:15][S:16]([C:19]([F:22])([F:21])[F:20])(=[O:18])=[O:17].C(=O)(O)[O-].[Na+].Cl[C:30]([O:32][CH2:33][CH:34]([CH3:36])[CH3:35])=[O:31].